Task: Predict the reactants needed to synthesize the given product.. Dataset: Full USPTO retrosynthesis dataset with 1.9M reactions from patents (1976-2016) (1) Given the product [NH2:3][C:4]1[N:9]=[CH:8][N:7]=[C:6]2[N:10]([CH:14]([C:16]3[C:26]4[O:25][CH2:24][CH2:23][N:22]([CH:31]5[CH2:32][N:33]([C:35]([O:37][C:38]([CH3:41])([CH3:40])[CH3:39])=[O:36])[CH2:34]5)[CH2:21][C:20]=4[C:19]([C:27]#[N:28])=[C:18]([Cl:29])[CH:17]=3)[CH3:15])[N:11]=[C:12]([CH3:13])[C:5]=12, predict the reactants needed to synthesize it. The reactants are: Cl.Cl.[NH2:3][C:4]1[N:9]=[CH:8][N:7]=[C:6]2[N:10]([CH:14]([C:16]3[CH:17]=[C:18]([Cl:29])[C:19]([C:27]#[N:28])=[C:20]4[C:26]=3[O:25][CH2:24][CH2:23][NH:22][CH2:21]4)[CH3:15])[N:11]=[C:12]([CH3:13])[C:5]=12.O=[C:31]1[CH2:34][N:33]([C:35]([O:37][C:38]([CH3:41])([CH3:40])[CH3:39])=[O:36])[CH2:32]1.C([BH3-])#N.[Na+]. (2) Given the product [CH3:18][O:19][C:20]1[CH:21]=[C:22]([C:28]2([CH2:33][NH:34][C:13]([C:11]3[N:12]=[C:8]([CH2:7][C:6]4[CH:5]=[CH:4][C:3]([O:2][CH3:1])=[CH:17][CH:16]=4)[S:9][CH:10]=3)=[O:15])[CH2:29][CH2:30][CH2:31][CH2:32]2)[CH:23]=[CH:24][C:25]=1[O:26][CH3:27], predict the reactants needed to synthesize it. The reactants are: [CH3:1][O:2][C:3]1[CH:17]=[CH:16][C:6]([CH2:7][C:8]2[S:9][CH:10]=[C:11]([C:13]([OH:15])=O)[N:12]=2)=[CH:5][CH:4]=1.[CH3:18][O:19][C:20]1[CH:21]=[C:22]([C:28]2([CH2:33][NH2:34])[CH2:32][CH2:31][CH2:30][CH2:29]2)[CH:23]=[CH:24][C:25]=1[O:26][CH3:27].C(N(CC)CC)C.F[P-](F)(F)(F)(F)F.N1(OC(N(C)C)=[N+](C)C)C2N=CC=CC=2N=N1. (3) Given the product [C:1]([O:5][C:6]([N:8]1[CH2:13][CH2:12][CH:11]([CH2:14][NH:15][C:16]2[C:21]([N+:22]([O-:24])=[O:23])=[CH:20][N:19]=[C:18]([NH:31][CH2:30][C:29]3[CH:32]=[CH:33][CH:34]=[C:27]([Br:26])[C:28]=3[CH3:35])[N:17]=2)[CH2:10][CH2:9]1)=[O:7])([CH3:4])([CH3:3])[CH3:2], predict the reactants needed to synthesize it. The reactants are: [C:1]([O:5][C:6]([N:8]1[CH2:13][CH2:12][CH:11]([CH2:14][NH:15][C:16]2[C:21]([N+:22]([O-:24])=[O:23])=[CH:20][N:19]=[C:18](Cl)[N:17]=2)[CH2:10][CH2:9]1)=[O:7])([CH3:4])([CH3:3])[CH3:2].[Br:26][C:27]1[C:28]([CH3:35])=[C:29]([CH:32]=[CH:33][CH:34]=1)[CH2:30][NH2:31].C(N(C(C)C)CC)(C)C. (4) Given the product [Cl:26][C:11]1[C:12]([C:16]([NH:18][CH2:19][CH2:16][CH:12]2[CH2:13][CH2:8][CH2:9][CH2:10][CH2:11]2)=[O:17])=[C:13]2[C:8](=[CH:9][CH:10]=1)[N:7]=[C:6]([N:4]1[CH2:5][CH:2]([NH:1][CH2:29][CH2:28][C:27]([OH:31])=[O:30])[CH2:3]1)[CH:15]=[CH:14]2, predict the reactants needed to synthesize it. The reactants are: [NH2:1][CH:2]1[CH2:5][N:4]([C:6]2[CH:15]=[CH:14][C:13]3[C:12]([C:16]([NH:18][CH2:19]C4CCCCC4)=[O:17])=[C:11]([Cl:26])[CH:10]=[CH:9][C:8]=3[N:7]=2)[CH2:3]1.[C:27]([O:31]CC)(=[O:30])[CH:28]=[CH2:29].[OH-].[Na+].Cl. (5) Given the product [C:1]([O:5][C:6]([N:8]1[C:16]2[C:11](=[CH:12][CH:13]=[C:14]([Cl:17])[CH:15]=2)[C:10]2([CH2:20][N:59]([CH:52]([C:46]3[CH:51]=[CH:50][CH:49]=[CH:48][CH:47]=3)[C:53]3[CH:58]=[CH:57][CH:56]=[CH:55][CH:54]=3)[CH2:18]2)[CH2:9]1)=[O:7])([CH3:4])([CH3:3])[CH3:2], predict the reactants needed to synthesize it. The reactants are: [C:1]([O:5][C:6]([N:8]1[C:16]2[C:11](=[CH:12][CH:13]=[C:14]([Cl:17])[CH:15]=2)[C:10]([CH2:20]O)([CH2:18]O)[CH2:9]1)=[O:7])([CH3:4])([CH3:3])[CH3:2].CCN(C(C)C)C(C)C.FC(S(OS(C(F)(F)F)(=O)=O)(=O)=O)(F)F.[C:46]1([CH:52]([NH2:59])[C:53]2[CH:58]=[CH:57][CH:56]=[CH:55][CH:54]=2)[CH:51]=[CH:50][CH:49]=[CH:48][CH:47]=1. (6) Given the product [Cl:5][C:6]1[CH:7]=[CH:8][C:9]([OH:18])=[C:10]([C:12]2[CH:13]=[CH:14][N:15]=[CH:16][CH:17]=2)[CH:11]=1, predict the reactants needed to synthesize it. The reactants are: B(Br)(Br)Br.[Cl:5][C:6]1[CH:7]=[CH:8][C:9]([O:18]C)=[C:10]([C:12]2[CH:17]=[CH:16][N:15]=[CH:14][CH:13]=2)[CH:11]=1.CCOC(C)=O. (7) Given the product [CH:8]1[CH:7]=[CH:6][C:5]2[O:22][CH2:23][CH2:24][CH2:25][N:3]3[C:4]=2[C:9]=1[C@H:10]1[CH2:14][N:13]([C:15]([O:17][C:18]([CH3:21])([CH3:20])[CH3:19])=[O:16])[CH2:12][C@H:11]1[CH2:2]3, predict the reactants needed to synthesize it. The reactants are: O=[C:2]1[C@@H:11]2[CH2:12][N:13]([C:15]([O:17][C:18]([CH3:21])([CH3:20])[CH3:19])=[O:16])[CH2:14][C@@H:10]2[C:9]2[C:4]3=[C:5]([O:22][CH2:23][CH2:24][CH2:25][N:3]13)[CH:6]=[CH:7][CH:8]=2. (8) Given the product [CH3:9][N:10]([CH:12]=[C:13]([C:19](=[O:24])[CH3:20])[C:14]([O:16][CH3:17])=[O:15])[CH3:11], predict the reactants needed to synthesize it. The reactants are: O=C(C)CC(OC)=O.[CH3:9][N:10]([CH:12]=[C:13]([C:19](=[O:24])[C:20](C)(C)C)[C:14]([O:16][CH2:17]C)=[O:15])[CH3:11]. (9) Given the product [CH2:1]([N:8]([CH2:19][C:20]1[CH:25]=[CH:24][C:23]([O:26][C:32]2[CH:31]=[CH:30][CH:29]=[C:28]([Br:27])[CH:33]=2)=[CH:22][CH:21]=1)[C:9]1[CH:14]=[CH:13][CH:12]=[C:11]([N+:15]([O-:17])=[O:16])[C:10]=1[CH3:18])[C:2]1[CH:7]=[CH:6][CH:5]=[CH:4][CH:3]=1, predict the reactants needed to synthesize it. The reactants are: [CH2:1]([N:8]([CH2:19][C:20]1[CH:25]=[CH:24][C:23]([OH:26])=[CH:22][CH:21]=1)[C:9]1[CH:14]=[CH:13][CH:12]=[C:11]([N+:15]([O-:17])=[O:16])[C:10]=1[CH3:18])[C:2]1[CH:7]=[CH:6][CH:5]=[CH:4][CH:3]=1.[Br:27][C:28]1[CH:29]=[C:30](B(O)O)[CH:31]=[CH:32][CH:33]=1.